This data is from Forward reaction prediction with 1.9M reactions from USPTO patents (1976-2016). The task is: Predict the product of the given reaction. Given the reactants C(O[C:9]([N:11]1[C@H:15]([C:16](=[O:26])[NH:17][CH2:18][CH2:19][C:20]2[CH:25]=[CH:24][CH:23]=[CH:22][CH:21]=2)[CH2:14][CH2:13][C:12]1=[O:27])=O)C1C=CC=CC=1.N1C(=O)CC[C@H]1C(N)=O.[Li+].[B-](CC)(CC)CC, predict the reaction product. The product is: [CH2:18]([NH:17][C:16]([C@@H:15]1[CH2:14][CH2:13][CH:12]([OH:27])[N:11]1[CH3:9])=[O:26])[CH2:19][C:20]1[CH:21]=[CH:22][CH:23]=[CH:24][CH:25]=1.